Task: Predict the reaction yield, written as a fraction of the theoretical maximum amount of product (1.0 means a 100% yield; for example, 0.34 means a 34% yield).. Dataset: Reaction yield outcomes from USPTO patents with 853,638 reactions (1) The product is [CH2:1]([N:8]1[C:16]2=[CH:15][CH:64]=[N:65][C:67](=[O:68])[C:12]3=[C:11]2[C:10]([CH2:20][CH2:21][C@H:17]3[CH:40]2[CH:41]3[CH2:34][CH2:32][N:35]([CH2:36][CH2:38]3)[CH2:39]2)=[N:9]1)[C:2]1[CH:3]=[CH:4][CH:5]=[CH:6][CH:7]=1. The reactants are [CH2:1]([N:8]1[C:16]2[CH:15]=CC=[C:12]([C:17]([O-])=O)[C:11]=2[C:10]([CH2:20][CH2:21]N[C@H]2C3CCN(CC3)C2)=[N:9]1)[C:2]1[CH:7]=[CH:6][CH:5]=[CH:4][CH:3]=1.[Li+].[CH:32]([N:35]([CH2:39][CH3:40])[CH:36]([CH3:38])C)([CH3:34])C.[CH3:41]CCP1(OP(CCC)(=O)OP(CCC)(=O)O1)=O.C(=O)(O)[O-].[Na+].[CH3:64][N:65]([CH:67]=[O:68])C. The yield is 0.660. The catalyst is [Cl-].[Na+].O. (2) The reactants are C([N:8]1[CH2:13][CH2:12][C:11]([CH2:19][CH2:20][OH:21])([N:14]2[CH2:18][CH2:17][CH2:16][CH2:15]2)[CH2:10][CH2:9]1)C1C=CC=CC=1. The catalyst is [Pd].CO. The product is [N:14]1([C:11]2([CH2:19][CH2:20][OH:21])[CH2:10][CH2:9][NH:8][CH2:13][CH2:12]2)[CH2:15][CH2:16][CH2:17][CH2:18]1. The yield is 0.990. (3) The reactants are Cl[C:2]1[CH:7]=[CH:6][C:5]([N+:8]([O-:10])=[O:9])=[CH:4][N:3]=1.[CH:11]1([OH:16])[CH2:15][CH2:14][CH2:13][CH2:12]1.[H-].[Na+]. The catalyst is C1COCC1. The product is [CH:11]1([O:16][C:2]2[CH:7]=[CH:6][C:5]([N+:8]([O-:10])=[O:9])=[CH:4][N:3]=2)[CH2:15][CH2:14][CH2:13][CH2:12]1. The yield is 0.0400. (4) The reactants are [OH:1][C:2]([CH:5]1[CH2:9][CH2:8][N:7](C(OC(C)(C)C)=O)[CH2:6]1)([CH3:4])[CH3:3].[ClH:17].O1CCOCC1. The catalyst is C(Cl)Cl.CCOC(C)=O. The product is [ClH:17].[NH:7]1[CH2:8][CH2:9][CH:5]([C:2]([OH:1])([CH3:4])[CH3:3])[CH2:6]1. The yield is 1.02. (5) The reactants are [Br:1][C:2]1[CH:7]=[CH:6][C:5]([OH:8])=[C:4]([CH3:9])[CH:3]=1.[C:10]([O-])([O-])=O.[K+].[K+].IC. The catalyst is C1COCC1. The product is [Br:1][C:2]1[CH:7]=[CH:6][C:5]([O:8][CH3:10])=[C:4]([CH3:9])[CH:3]=1. The yield is 0.670. (6) The reactants are [CH3:1][O:2][C:3](=[O:21])[C@H:4]([CH2:13][C:14]1[CH:19]=[CH:18][C:17]([OH:20])=[CH:16][CH:15]=1)[NH:5][C:6]([O:8][C:9]([CH3:12])([CH3:11])[CH3:10])=[O:7].Cl[C:23]1[C:32]2[C:27](=[CH:28][N:29]=[CH:30][CH:31]=2)[CH:26]=[CH:25][N:24]=1.C(=O)([O-])[O-].[Cs+].[Cs+]. The catalyst is CN(C=O)C. The product is [C:9]([O:8][C:6]([NH:5][C@@H:4]([CH2:13][C:14]1[CH:19]=[CH:18][C:17]([O:20][C:23]2[C:32]3[C:27](=[CH:28][N:29]=[CH:30][CH:31]=3)[CH:26]=[CH:25][N:24]=2)=[CH:16][CH:15]=1)[C:3]([O:2][CH3:1])=[O:21])=[O:7])([CH3:12])([CH3:10])[CH3:11]. The yield is 0.820. (7) The reactants are O1CCOCC1.[NH3:7].[CH:8]1([C:11]2[CH:15]=[C:14]([CH2:16][NH:17][C:18]([C:20]3[C:25](=[O:26])[N:24]([C:27]4[CH:32]=[CH:31][CH:30]=[C:29]([C:33]([F:36])([F:35])[F:34])[CH:28]=4)[C:23]([CH3:37])=[C:22]([CH2:38][CH2:39][C:40](O)=[O:41])[CH:21]=3)=[O:19])[O:13][N:12]=2)[CH2:10][CH2:9]1. The catalyst is CO. The product is [NH2:7][C:40](=[O:41])[CH2:39][CH2:38][C:22]1[CH:21]=[C:20]([C:18]([NH:17][CH2:16][C:14]2[O:13][N:12]=[C:11]([CH:8]3[CH2:10][CH2:9]3)[CH:15]=2)=[O:19])[C:25](=[O:26])[N:24]([C:27]2[CH:32]=[CH:31][CH:30]=[C:29]([C:33]([F:36])([F:35])[F:34])[CH:28]=2)[C:23]=1[CH3:37]. The yield is 0.800.